From a dataset of Forward reaction prediction with 1.9M reactions from USPTO patents (1976-2016). Predict the product of the given reaction. (1) The product is: [CH3:10][C@H:6]1[CH2:7][CH2:8][CH2:9][C@@H:4]([CH3:3])[N:5]1[CH2:11][CH2:12][NH:13][C:14]([C@@H:16]1[CH2:21][CH2:20][CH2:19][CH2:18][N:17]1[C:22]1[O:23][C:24]2[CH:30]=[C:29]([O:31][CH:33]([CH3:35])[CH3:34])[CH:28]=[CH:27][C:25]=2[N:26]=1)=[O:15]. Given the reactants [H-].[Na+].[CH3:3][C@H:4]1[CH2:9][CH2:8][CH2:7][C@@H:6]([CH3:10])[N:5]1[CH2:11][CH2:12][NH:13][C:14]([C@@H:16]1[CH2:21][CH2:20][CH2:19][CH2:18][N:17]1[C:22]1[O:23][C:24]2[CH:30]=[C:29]([OH:31])[CH:28]=[CH:27][C:25]=2[N:26]=1)=[O:15].I[CH:33]([CH3:35])[CH3:34], predict the reaction product. (2) Given the reactants [N:1]1[CH:6]=[CH:5][C:4]([C:7]2[C:15]3[C:10](=[CH:11][CH:12]=[C:13]([C:16]([O:18]C)=[O:17])[CH:14]=3)[NH:9][N:8]=2)=[CH:3][CH:2]=1.[OH-].[K+:21].CO.O, predict the reaction product. The product is: [N:1]1[CH:6]=[CH:5][C:4]([C:7]2[C:15]3[C:10](=[CH:11][CH:12]=[C:13]([C:16]([O-:18])=[O:17])[CH:14]=3)[NH:9][N:8]=2)=[CH:3][CH:2]=1.[K+:21].